Task: Predict the product of the given reaction.. Dataset: Forward reaction prediction with 1.9M reactions from USPTO patents (1976-2016) Given the reactants [CH3:1][O:2][C:3]1[CH:4]=[C:5]([CH2:12]O)[CH:6]=[CH:7][C:8]=1[N+:9]([O-:11])=[O:10].S(Cl)([Cl:16])=O, predict the reaction product. The product is: [Cl:16][CH2:12][C:5]1[CH:6]=[CH:7][C:8]([N+:9]([O-:11])=[O:10])=[C:3]([O:2][CH3:1])[CH:4]=1.